From a dataset of Catalyst prediction with 721,799 reactions and 888 catalyst types from USPTO. Predict which catalyst facilitates the given reaction. (1) Reactant: [F:1][C:2]([F:23])([F:22])[C:3]1[CH:4]=[C:5]([S:9]([CH:12]2[CH2:21][CH2:20][C:15]3([O:19][CH2:18][CH2:17][O:16]3)[CH2:14][CH2:13]2)(=[O:11])=[O:10])[CH:6]=[CH:7][CH:8]=1.C([Li])CCC.C1C=CC(S(N(S(C2C=CC=CC=2)(=O)=O)[F:39])(=O)=O)=CC=1. Product: [F:39][C:12]1([S:9]([C:5]2[CH:6]=[CH:7][CH:8]=[C:3]([C:2]([F:22])([F:1])[F:23])[CH:4]=2)(=[O:11])=[O:10])[CH2:21][CH2:20][C:15]2([O:16][CH2:17][CH2:18][O:19]2)[CH2:14][CH2:13]1. The catalyst class is: 1. (2) Reactant: [NH2:1][C:2]1[C:3]([C:7]([O:9][CH3:10])=[O:8])=[N:4][S:5][CH:6]=1.[Cl:11][C:12]1[S:16][C:15]([C:17](Cl)=[O:18])=[CH:14][CH:13]=1. Product: [Cl:11][C:12]1[S:16][C:15]([C:17]([NH:1][C:2]2[C:3]([C:7]([O:9][CH3:10])=[O:8])=[N:4][S:5][CH:6]=2)=[O:18])=[CH:14][CH:13]=1. The catalyst class is: 4. (3) Reactant: [NH2:1][C:2]1[C:10]2[C:9]([CH3:11])=[C:8]([CH3:12])[N:7]=[N:6][C:5]=2[S:4][C:3]=1[C:13]([O:15][CH3:16])=[O:14].[Br:17]NC(=O)CCC(N)=O.N(C(C)(C)C#N)=NC(C)(C)C#N. Product: [NH2:1][C:2]1[C:10]2[C:9]([CH3:11])=[C:8]([CH2:12][Br:17])[N:7]=[N:6][C:5]=2[S:4][C:3]=1[C:13]([O:15][CH3:16])=[O:14]. The catalyst class is: 53. (4) Reactant: [NH2:1][CH:2]1[CH2:14][C:13]2[C:12]3[C:7](=[C:8](Br)[CH:9]=[CH:10][CH:11]=3)[N:6]([CH2:16][C:17]([O:19][CH2:20][CH3:21])=[O:18])[C:5]=2[CH2:4][CH2:3]1.C(#N)C.[CH3:25][CH2:26][CH2:27]CCCC. Product: [NH2:1][CH:2]1[CH2:14][C:13]2[C:12]3[C:7](=[C:8]([CH2:27][CH:26]=[CH2:25])[CH:9]=[CH:10][CH:11]=3)[N:6]([CH2:16][C:17]([O:19][CH2:20][CH3:21])=[O:18])[C:5]=2[CH2:4][CH2:3]1. The catalyst class is: 128. (5) Reactant: [C:1](=[O:18])([O:8][C:9]1[CH:14]=[CH:13][C:12]([N+:15]([O-:17])=[O:16])=[CH:11][CH:10]=1)[O:2][CH:3](Cl)[CH:4]([CH3:6])[CH3:5].[I-:19].[Na+].[Cl-].[Ca+2].[Cl-].O. Product: [C:1](=[O:18])([O:8][C:9]1[CH:14]=[CH:13][C:12]([N+:15]([O-:17])=[O:16])=[CH:11][CH:10]=1)[O:2][CH:3]([I:19])[CH:4]([CH3:6])[CH3:5]. The catalyst class is: 11. (6) Reactant: Br[C@H:2]([CH:14]([CH3:16])[CH3:15])[CH2:3][N-:4][C:5]1[CH:10]=[C:9]([Cl:11])[CH:8]=[C:7]([CH3:12])[C:6]=1[OH:13].C(=O)([O-])[O-:18].[K+].[K+].O. Product: [Cl:11][C:9]1[CH:8]=[C:7]([CH3:12])[C:6]2[O:13][C@@H:2]([CH:14]([CH3:16])[CH3:15])[C:3](=[O:18])[NH:4][C:5]=2[CH:10]=1. The catalyst class is: 9. (7) Reactant: [OH:1][CH2:2][C:3](=O)[CH2:4][C:5]1[C:10]([Cl:11])=[CH:9][C:8]([Cl:12])=[CH:7][C:6]=1[Cl:13].N1C=CC=CC=1.Cl.[CH3:22][O:23][NH2:24]. Product: [CH3:22][O:23][N:24]=[C:3]([CH2:4][C:5]1[C:10]([Cl:11])=[CH:9][C:8]([Cl:12])=[CH:7][C:6]=1[Cl:13])[CH2:2][OH:1]. The catalyst class is: 5.